From a dataset of Peptide-MHC class II binding affinity with 134,281 pairs from IEDB. Regression. Given a peptide amino acid sequence and an MHC pseudo amino acid sequence, predict their binding affinity value. This is MHC class II binding data. (1) The peptide sequence is VELQIVDKIDAAFKI. The MHC is DRB1_1201 with pseudo-sequence DRB1_1201. The binding affinity (normalized) is 0.619. (2) The MHC is DRB1_0701 with pseudo-sequence DRB1_0701. The binding affinity (normalized) is 0.419. The peptide sequence is SKISGEWYSIFLASD. (3) The peptide sequence is ISDFRAAIANYHYDA. The MHC is HLA-DQA10104-DQB10503 with pseudo-sequence HLA-DQA10104-DQB10503. The binding affinity (normalized) is 0.642. (4) The peptide sequence is VSSAVPTSWVPQGRT. The MHC is DRB3_0101 with pseudo-sequence DRB3_0101. The binding affinity (normalized) is 0. (5) The peptide sequence is INEPTAARIAYGLDR. The MHC is HLA-DQA10401-DQB10402 with pseudo-sequence HLA-DQA10401-DQB10402. The binding affinity (normalized) is 0.455.